From a dataset of Catalyst prediction with 721,799 reactions and 888 catalyst types from USPTO. Predict which catalyst facilitates the given reaction. (1) Reactant: [O:1]([CH2:8][C:9]([NH:11][C:12]1[C:13]2[N:14]=[CH:15][N:16]([C:26]=2[N:27]=[CH:28][N:29]=1)[C@@H:17]1[O:25][C@H:22]([CH2:23][OH:24])[C@@H:20]([OH:21])[C@H:18]1[OH:19])=[O:10])[C:2]1[CH:7]=[CH:6][CH:5]=[CH:4][CH:3]=1.[CH3:30][Si:31](Cl)([CH3:36])[C:32]([CH3:35])([CH3:34])[CH3:33].C(=O)(O)[O-].[Na+]. Product: [Si:31]([O:24][CH2:23][C@H:22]1[O:25][C@@H:17]([N:16]2[C:26]3[N:27]=[CH:28][N:29]=[C:12]([NH:11][C:9](=[O:10])[CH2:8][O:1][C:2]4[CH:3]=[CH:4][CH:5]=[CH:6][CH:7]=4)[C:13]=3[N:14]=[CH:15]2)[C@H:18]([OH:19])[C@@H:20]1[OH:21])([C:32]([CH3:35])([CH3:34])[CH3:33])([CH3:36])[CH3:30]. The catalyst class is: 17. (2) Reactant: [Br:1][C:2]1[C:19]([C:20]([F:23])([F:22])[F:21])=[C:18]([N+:24]([O-])=O)[CH:17]=[C:16]([Br:27])[C:3]=1[O:4][C:5]1[CH:10]=[C:9]([CH:11]([CH3:13])[CH3:12])[C:8]([OH:14])=[C:7]([CH3:15])[CH:6]=1.S(S([O-])=O)([O-])=O.[Na+].[Na+].CCCCCCC.CCOC(C)=O. Product: [NH2:24][C:18]1[CH:17]=[C:16]([Br:27])[C:3]([O:4][C:5]2[CH:10]=[C:9]([CH:11]([CH3:12])[CH3:13])[C:8]([OH:14])=[C:7]([CH3:15])[CH:6]=2)=[C:2]([Br:1])[C:19]=1[C:20]([F:23])([F:22])[F:21]. The catalyst class is: 351.